This data is from Peptide-MHC class I binding affinity with 185,985 pairs from IEDB/IMGT. The task is: Regression. Given a peptide amino acid sequence and an MHC pseudo amino acid sequence, predict their binding affinity value. This is MHC class I binding data. (1) The peptide sequence is LLFKTSAGV. The binding affinity (normalized) is 0.770. The MHC is HLA-A02:03 with pseudo-sequence HLA-A02:03. (2) The peptide sequence is LSISQDLNSI. The MHC is H-2-Db with pseudo-sequence H-2-Db. The binding affinity (normalized) is 0.212. (3) The peptide sequence is KSAQVPLPL. The MHC is HLA-C15:02 with pseudo-sequence HLA-C15:02. The binding affinity (normalized) is 0.738. (4) The peptide sequence is SIISHNFCNL. The MHC is HLA-A02:06 with pseudo-sequence HLA-A02:06. The binding affinity (normalized) is 0.589. (5) The peptide sequence is DRKLAINSL. The MHC is HLA-B40:01 with pseudo-sequence HLA-B40:01. The binding affinity (normalized) is 0. (6) The peptide sequence is DEIKCPNLN. The MHC is HLA-B44:03 with pseudo-sequence HLA-B44:03. The binding affinity (normalized) is 0.152.